From a dataset of Full USPTO retrosynthesis dataset with 1.9M reactions from patents (1976-2016). Predict the reactants needed to synthesize the given product. (1) The reactants are: [C:1]([C:4]1[C:9]2[NH:10][C:11](=[O:13])[O:12][C:8]=2[CH:7]=[CH:6][CH:5]=1)(=[O:3])[CH3:2].CI.[K].[CH3:17]C(C)([O-])C. Given the product [C:1]([C:4]1[C:9]2[N:10]([CH3:17])[C:11](=[O:13])[O:12][C:8]=2[CH:7]=[CH:6][CH:5]=1)(=[O:3])[CH3:2], predict the reactants needed to synthesize it. (2) Given the product [NH3:7].[NH2:7][C@@H:8]1[C:17]2[C:12](=[CH:13][CH:14]=[CH:15][CH:16]=2)[C@H:11]([OH:18])[CH2:10][CH2:9]1, predict the reactants needed to synthesize it. The reactants are: [OH-].[Na+].FC(F)(F)C([NH:7][C@@H:8]1[C:17]2[C:12](=[CH:13][CH:14]=[CH:15][CH:16]=2)[C@H:11]([OH:18])[CH2:10][CH2:9]1)=O. (3) Given the product [CH2:21]([CH:9]1[C:10]2[C:15](=[CH:14][CH:13]=[C:12]([C:18]([NH:58][C@@H:59]([CH2:73][C:74]3[CH:75]=[C:76]([F:81])[CH:77]=[C:78]([F:80])[CH:79]=3)[C@H:60]([OH:72])[CH2:61][NH:62][CH2:63][C:64]3[CH:69]=[CH:68][CH:67]=[C:66]([CH2:70][CH3:71])[CH:65]=3)=[O:20])[CH:11]=2)[CH2:16][CH2:17][NH:8]1)[CH2:22][CH2:23][CH3:24], predict the reactants needed to synthesize it. The reactants are: C(OC([N:8]1[CH2:17][CH2:16][C:15]2[C:10](=[CH:11][C:12]([C:18]([OH:20])=O)=[CH:13][CH:14]=2)[CH:9]1[CH2:21][CH2:22][CH2:23][CH3:24])=O)(C)(C)C.C(N(CC)C(C)C)(C)C.CN(C(ON1N=NC2C=CC=CC1=2)=[N+](C)C)C.F[P-](F)(F)(F)(F)F.[NH2:58][C@@H:59]([CH2:73][C:74]1[CH:79]=[C:78]([F:80])[CH:77]=[C:76]([F:81])[CH:75]=1)[C@H:60]([OH:72])[CH2:61][NH:62][CH2:63][C:64]1[CH:69]=[CH:68][CH:67]=[C:66]([CH2:70][CH3:71])[CH:65]=1. (4) Given the product [CH3:16][C:15]1[C:14]([CH3:21])=[N:13][N:10]2[CH:11]=[CH:12][C:7]3[CH2:6][CH2:5][CH:4]([CH2:3][CH2:2][NH:1][C:63](=[O:65])[CH3:64])[C:8]=3[C:9]=12, predict the reactants needed to synthesize it. The reactants are: [NH2:1][CH2:2][CH2:3][CH:4]1[C:8]2[C:9]3[N:10]([N:13]=[C:14]([CH3:21])[C:15]=3[C:16](OCC)=O)[CH:11]=[CH:12][C:7]=2[CH2:6][CH2:5]1.C1(C)C=CC=CC=1.[H-].C([Al+]CC(C)C)C(C)C.O.O.O.O.O.O.O.O.O.O.S([O-])([O-])(=O)=O.[Na+].[Na+].C(N(CC)CC)C.[C:63](OC(=O)C)(=[O:65])[CH3:64]. (5) Given the product [F:28][C:25]1[CH:26]=[CH:27][C:22]([C:21]([NH:20][C:17]2[CH:18]=[CH:19][C:14]([CH2:13][NH:12][C:10]3[C:9]4[C:4](=[CH:5][C:6]([CH3:30])=[CH:7][CH:8]=4)[N:3]=[C:2]([N:41]4[CH2:42][CH2:43][N:38]([C:33]5[CH:34]=[CH:35][CH:36]=[CH:37][N:32]=5)[CH2:39][CH2:40]4)[N:11]=3)=[CH:15][CH:16]=2)=[O:29])=[CH:23][CH:24]=1, predict the reactants needed to synthesize it. The reactants are: Cl[C:2]1[N:11]=[C:10]([NH:12][CH2:13][C:14]2[CH:19]=[CH:18][C:17]([NH:20][C:21](=[O:29])[C:22]3[CH:27]=[CH:26][C:25]([F:28])=[CH:24][CH:23]=3)=[CH:16][CH:15]=2)[C:9]2[C:4](=[CH:5][C:6]([CH3:30])=[CH:7][CH:8]=2)[N:3]=1.Cl.[N:32]1[CH:37]=[CH:36][CH:35]=[CH:34][C:33]=1[N:38]1[CH2:43][CH2:42][NH:41][CH2:40][CH2:39]1.CCN(CC)CC. (6) Given the product [C:16]([O:15][C:13](=[O:14])[NH:20][CH2:21][CH2:22][NH:23][C:2]1[C:7]([N+:8]([O-:10])=[O:9])=[CH:6][CH:5]=[C:4]([O:11][CH3:12])[N:3]=1)([CH3:19])([CH3:17])[CH3:18], predict the reactants needed to synthesize it. The reactants are: Cl[C:2]1[C:7]([N+:8]([O-:10])=[O:9])=[CH:6][CH:5]=[C:4]([O:11][CH3:12])[N:3]=1.[C:13]([NH:20][CH2:21][CH2:22][NH2:23])([O:15][C:16]([CH3:19])([CH3:18])[CH3:17])=[O:14]. (7) The reactants are: [C:1]([O:5][C:6]([N:8]1[C:16]2[C:11](=[CH:12][CH:13]=[CH:14][CH:15]=2)[CH2:10][CH:9]1[C:17](O)=[O:18])=[O:7])([CH3:4])([CH3:3])[CH3:2].Cl.[CH3:21][C@H:22]1[CH2:27][C@@H:26]([CH3:28])[CH2:25][NH:24][CH2:23]1.ON1C2C=CC=CC=2N=N1.C(N=C=NCCCN(C)C)C. Given the product [CH3:21][C@H:22]1[CH2:27][C@@H:26]([CH3:28])[CH2:25][N:24]([C:17]([CH:9]2[CH2:10][C:11]3[C:16](=[CH:15][CH:14]=[CH:13][CH:12]=3)[N:8]2[C:6]([O:5][C:1]([CH3:3])([CH3:2])[CH3:4])=[O:7])=[O:18])[CH2:23]1, predict the reactants needed to synthesize it. (8) Given the product [NH2:10][C:8]1[C:7]2[N:6]([C:13]([CH3:18])=[C:14]([CH3:15])[N:11]=2)[CH:5]=[C:4]([C:3]([O:2][CH3:1])=[O:12])[CH:9]=1, predict the reactants needed to synthesize it. The reactants are: [CH3:1][O:2][C:3](=[O:12])[C:4]1[CH:9]=[C:8]([NH2:10])[C:7]([NH2:11])=[N:6][CH:5]=1.[C:13]1(=O)[CH2:18]CC[CH2:15][CH2:14]1. (9) The reactants are: [CH2:1]([SH:4])[CH2:2][CH3:3].C[Si]([N-][Si](C)(C)C)(C)C.[Na+].C1COCC1.Cl[C:21]1[N:25]([C:26]2[CH:27]=[C:28]([CH:33]=[CH:34][CH:35]=2)[C:29]([O:31][CH3:32])=[O:30])[N:24]=[CH:23][C:22]=1[C:36](=[O:44])[NH:37][CH:38]1[CH2:43][CH2:42][CH2:41][CH2:40][CH2:39]1. Given the product [CH:38]1([NH:37][C:36]([C:22]2[CH:23]=[N:24][N:25]([C:26]3[CH:27]=[C:28]([CH:33]=[CH:34][CH:35]=3)[C:29]([O:31][CH3:32])=[O:30])[C:21]=2[S:4][CH2:1][CH2:2][CH3:3])=[O:44])[CH2:43][CH2:42][CH2:41][CH2:40][CH2:39]1, predict the reactants needed to synthesize it.